From a dataset of Forward reaction prediction with 1.9M reactions from USPTO patents (1976-2016). Predict the product of the given reaction. (1) Given the reactants ClC(Cl)(Cl)C([N:5]1[CH2:10][CH2:9][N:8]([C:11]2[CH:16]=[C:15]([S:17]([N:20]3[C:28]4[C:23](=[CH:24][C:25]([F:29])=[CH:26][CH:27]=4)[C:22]([CH3:30])=[CH:21]3)(=[O:19])=[O:18])[CH:14]=[CH:13][C:12]=2[O:31][CH3:32])[CH2:7][CH2:6]1)=O.[OH-].[K+], predict the reaction product. The product is: [F:29][C:25]1[CH:24]=[C:23]2[C:28](=[CH:27][CH:26]=1)[N:20]([S:17]([C:15]1[CH:14]=[CH:13][C:12]([O:31][CH3:32])=[C:11]([N:8]3[CH2:9][CH2:10][NH:5][CH2:6][CH2:7]3)[CH:16]=1)(=[O:19])=[O:18])[CH:21]=[C:22]2[CH3:30]. (2) Given the reactants CC(C)(C)[C@H](NC(=O)[C@@H](NC)C)C(N1[C@H](C([NH:18][C@H:19]2[C:28]3[C:23](=[CH:24][CH:25]=[CH:26][CH:27]=3)[CH2:22][CH2:21][CH2:20]2)=O)CC2C(=CC([C@H]3C[C@@H](C(=O)[NH:18][C@H:19]4[C:28]5[C:23](=[CH:24][CH:25]=[CH:26][CH:27]=5)[CH2:22][CH2:21][CH2:20]4)N(C(=O)[C@@H](NC(=O)[C@@H](NC)C)C(C)(C)C)C3)=CC=2)C1)=O.[C:70]([O:74][C:75]([N:77]1[CH2:81][C:80](=[O:82])[CH2:79][C@H:78]1[C:83]([OH:85])=O)=[O:76])([CH3:73])([CH3:72])[CH3:71], predict the reaction product. The product is: [O:82]=[C:80]1[CH2:81][N:77]([C:75]([O:74][C:70]([CH3:71])([CH3:72])[CH3:73])=[O:76])[C@H:78]([C:83](=[O:85])[NH:18][C@H:19]2[C:28]3[C:23](=[CH:24][CH:25]=[CH:26][CH:27]=3)[CH2:22][CH2:21][CH2:20]2)[CH2:79]1. (3) Given the reactants [NH2:1][CH2:2][C:3]1[CH:8]=[CH:7][C:6]([CH:9]([CH:29]2[CH2:33][CH2:32][CH2:31][CH2:30]2)[C:10]([NH:12][C:13]2[C:14]([CH3:28])=[C:15]([CH2:19][CH2:20][C:21]([O:23][C:24]([CH3:27])([CH3:26])[CH3:25])=[O:22])[CH:16]=[CH:17][CH:18]=2)=[O:11])=[CH:5][CH:4]=1.[CH:34]1[CH:39]=[C:38]([CH:40]=[O:41])[C:37]([CH:42]=O)=[CH:36][CH:35]=1.O, predict the reaction product. The product is: [CH:29]1([CH:9]([C:6]2[CH:7]=[CH:8][C:3]([CH2:2][N:1]3[CH2:42][C:37]4[C:38](=[CH:39][CH:34]=[CH:35][CH:36]=4)[C:40]3=[O:41])=[CH:4][CH:5]=2)[C:10]([NH:12][C:13]2[C:14]([CH3:28])=[C:15]([CH2:19][CH2:20][C:21]([O:23][C:24]([CH3:25])([CH3:26])[CH3:27])=[O:22])[CH:16]=[CH:17][CH:18]=2)=[O:11])[CH2:30][CH2:31][CH2:32][CH2:33]1.